From a dataset of Forward reaction prediction with 1.9M reactions from USPTO patents (1976-2016). Predict the product of the given reaction. (1) Given the reactants [F:1][C:2]([F:13])([F:12])[C:3]([NH:5][C@@H:6]([CH2:10][CH3:11])[C:7]([OH:9])=O)=[O:4].FC(F)(F)C(N[C@@H](C)C([C:22]1[CH:27]=[C:26]([O:28][CH3:29])[C:25]([Br:30])=[CH:24][C:23]=1[O:31][CH3:32])=O)=O.C(O)(=O)C(O)=O, predict the reaction product. The product is: [F:12][C:2]([F:1])([F:13])[C:3]([NH:5][C@@H:6]([CH2:10][CH3:11])[C:7]([C:22]1[CH:27]=[C:26]([O:28][CH3:29])[C:25]([Br:30])=[CH:24][C:23]=1[O:31][CH3:32])=[O:9])=[O:4]. (2) Given the reactants [Br:1][C:2]1[CH:14]=[N:13][C:12]2[C:11]3[C:10]([F:15])=[CH:9][C:8]([F:16])=[C:7]([F:17])[C:6]=3[NH:5][C:4]=2[CH:3]=1.[F:18][C:19]1([F:33])[CH2:24][CH2:23][CH:22]([CH:25]([C:27]2[CH:32]=[CH:31][CH:30]=[CH:29][CH:28]=2)O)[CH2:21][CH2:20]1.C1(P(C2C=CC=CC=2)C2C=CC=CC=2)C=CC=CC=1.CC(OC(/N=N/C(OC(C)C)=O)=O)C, predict the reaction product. The product is: [Br:1][C:2]1[CH:14]=[N:13][C:12]2[C:11]3[C:10]([F:15])=[CH:9][C:8]([F:16])=[C:7]([F:17])[C:6]=3[N:5]([CH:25]([CH:22]3[CH2:23][CH2:24][C:19]([F:18])([F:33])[CH2:20][CH2:21]3)[C:27]3[CH:32]=[CH:31][CH:30]=[CH:29][CH:28]=3)[C:4]=2[CH:3]=1. (3) Given the reactants CCN(/[CH:6]=[C:7](/[C:11]([O:13][CH2:14][CH3:15])=[O:12])\[C:8]([CH3:10])=O)CC.Cl.[C:17]([NH:21][NH2:22])([CH3:20])([CH3:19])[CH3:18], predict the reaction product. The product is: [C:17]([N:21]1[C:8]([CH3:10])=[C:7]([C:11]([O:13][CH2:14][CH3:15])=[O:12])[CH:6]=[N:22]1)([CH3:20])([CH3:19])[CH3:18]. (4) Given the reactants [Cl:1][C:2]1[CH:7]=[CH:6][C:5]([Cl:8])=[CH:4][C:3]=1[S:9]([NH:12][C@@H:13]1[CH2:17][CH2:16][N:15]([C:18](OC(C)(C)C)=O)[CH2:14]1)(=[O:11])=[O:10].C([O-])([O-])=O.[K+].[K+].[CH2:31](Br)[C:32]1[CH:37]=[CH:36][CH:35]=[CH:34][CH:33]=1.C1C=CC(P(C2C=CC=CC=2)C2C=CC=CC=2)=CC=1.CC[N:60](C(C)C)C(C)C.BrC#N.C(O)C(N)(CO)CO, predict the reaction product. The product is: [Cl:1][C:2]1[CH:7]=[CH:6][C:5]([Cl:8])=[CH:4][C:3]=1[S:9]([N:12]([C@@H:13]1[CH2:17][CH2:16][N:15]([C:18]#[N:60])[CH2:14]1)[CH2:31][C:32]1[CH:37]=[CH:36][CH:35]=[CH:34][CH:33]=1)(=[O:10])=[O:11]. (5) Given the reactants [CH2:1]([N:8]1[C:16]2[C:11](=[CH:12][CH:13]=[C:14]([C:17]3[CH:22]=[CH:21][CH:20]=[C:19]([Cl:23])[CH:18]=3)[CH:15]=2)[C:10]([C:24](=[O:30])[C:25]([O:27]CC)=[O:26])=[CH:9]1)[C:2]1[CH:7]=[CH:6][CH:5]=[CH:4][CH:3]=1.[OH-].[K+], predict the reaction product. The product is: [CH2:1]([N:8]1[C:16]2[C:11](=[CH:12][CH:13]=[C:14]([C:17]3[CH:22]=[CH:21][CH:20]=[C:19]([Cl:23])[CH:18]=3)[CH:15]=2)[C:10]([C:24](=[O:30])[C:25]([OH:27])=[O:26])=[CH:9]1)[C:2]1[CH:3]=[CH:4][CH:5]=[CH:6][CH:7]=1.